Task: Predict which catalyst facilitates the given reaction.. Dataset: Catalyst prediction with 721,799 reactions and 888 catalyst types from USPTO (1) Reactant: [CH3:1][O:2][CH:3]([O:19][CH3:20])[CH2:4][CH2:5][CH2:6][NH:7][C:8](=[O:18])[NH:9][O:10][CH2:11][C:12]1[CH:17]=[CH:16][CH:15]=[CH:14][CH:13]=1.[H-].[Na+].Br[CH2:24][CH2:25]Br. Product: [CH2:11]([O:10][N:9]1[CH2:25][CH2:24][N:7]([CH2:6][CH2:5][CH2:4][CH:3]([O:19][CH3:20])[O:2][CH3:1])[C:8]1=[O:18])[C:12]1[CH:13]=[CH:14][CH:15]=[CH:16][CH:17]=1. The catalyst class is: 31. (2) Reactant: [CH3:1][C:2]1[CH:7]=[CH:6][C:5]([S:8]([O:11][C:12]2[C:13]3[CH:31]=[C:30]([CH2:32][CH3:33])[NH:29][C:14]=3[N:15]=[C:16]([S:18][C:19]3[CH:28]=[N:27][C:26]4[C:21](=[N:22][CH:23]=[CH:24][N:25]=4)[CH:20]=3)[N:17]=2)(=[O:10])=[O:9])=[CH:4][CH:3]=1.[Cl:34]N1C(=O)CCC1=O. Product: [CH3:1][C:2]1[CH:7]=[CH:6][C:5]([S:8]([O:11][C:12]2[C:13]3[C:31]([Cl:34])=[C:30]([CH2:32][CH3:33])[NH:29][C:14]=3[N:15]=[C:16]([S:18][C:19]3[CH:28]=[N:27][C:26]4[C:21](=[N:22][CH:23]=[CH:24][N:25]=4)[CH:20]=3)[N:17]=2)(=[O:9])=[O:10])=[CH:4][CH:3]=1. The catalyst class is: 4.